Dataset: Reaction yield outcomes from USPTO patents with 853,638 reactions. Task: Predict the reaction yield, written as a fraction of the theoretical maximum amount of product (1.0 means a 100% yield; for example, 0.34 means a 34% yield). (1) The reactants are [Cl:1][C:2]1[CH:7]=[CH:6][C:5]([CH:8]2[CH2:12][N:11]([C:13]([O:15][C:16]([CH3:19])([CH3:18])[CH3:17])=[O:14])[CH:10](OC)[CH2:9]2)=[CH:4][C:3]=1[CH3:22].[BH4-].[Na+].C([O-])(O)=O.[Na+]. The catalyst is C(O)(=O)C. The product is [C:16]([O:15][C:13]([N:11]1[CH2:10][CH2:9][CH:8]([C:5]2[CH:6]=[CH:7][C:2]([Cl:1])=[C:3]([CH3:22])[CH:4]=2)[CH2:12]1)=[O:14])([CH3:19])([CH3:18])[CH3:17]. The yield is 0.970. (2) The reactants are [CH3:1][O:2][C:3]([C:5]1[C:13]2[C:8](=[C:9](Br)[CH:10]=[CH:11][C:12]=2[F:14])[NH:7][CH:6]=1)=[O:4].[CH:16]1(B(O)O)[CH2:18][CH2:17]1.[O-]P([O-])([O-])=O.[K+].[K+].[K+]. The catalyst is C1(C)C=CC=CC=1.CC([O-])=O.CC([O-])=O.[Pd+2].C1(P(C2CCCCC2)C2CCCCC2)CCCCC1. The product is [CH:16]1([C:9]2[CH:10]=[CH:11][C:12]([F:14])=[C:13]3[C:8]=2[NH:7][CH:6]=[C:5]3[C:3]([O:2][CH3:1])=[O:4])[CH2:18][CH2:17]1. The yield is 0.600. (3) The reactants are [Li].[CH3:2][C:3]1[CH:12]=[C:11]([N:13]2[CH2:17][CH2:16][CH2:15][CH2:14]2)[C:10]2[C:5](=[CH:6][C:7]([C:18]([N:20]3[CH2:24][CH2:23][CH2:22][CH2:21]3)=O)=[CH:8][CH:9]=2)[N:4]=1.C(C(C(C([O-])=O)O)O)([O-])=O.[Na+].[K+].C(OCC)(=O)C. The catalyst is O1CCCC1. The product is [CH3:2][C:3]1[CH:12]=[C:11]([N:13]2[CH2:14][CH2:15][CH2:16][CH2:17]2)[C:10]2[C:5](=[CH:6][C:7]([CH2:18][N:20]3[CH2:24][CH2:23][CH2:22][CH2:21]3)=[CH:8][CH:9]=2)[N:4]=1. The yield is 0.410. (4) The reactants are Br[C:2]1[CH:3]=[CH:4][C:5]([N:10]2[CH2:31][CH2:30][C:13]3[N:14]=[CH:15][N:16]=[C:17]([NH:18][CH2:19][C:20]4[CH:21]=[N:22][C:23]([C:26]([F:29])([F:28])[F:27])=[CH:24][CH:25]=4)[C:12]=3[CH2:11]2)=[C:6]([CH:9]=1)[C:7]#[N:8].[CH3:32]B(O)O.P([O-])([O-])([O-])=O.[K+].[K+].[K+].C1(P(C2CCCCC2)C2CCCCC2)CCCCC1. The product is [CH3:32][C:2]1[CH:3]=[CH:4][C:5]([N:10]2[CH2:31][CH2:30][C:13]3[N:14]=[CH:15][N:16]=[C:17]([NH:18][CH2:19][C:20]4[CH:21]=[N:22][C:23]([C:26]([F:28])([F:29])[F:27])=[CH:24][CH:25]=4)[C:12]=3[CH2:11]2)=[C:6]([CH:9]=1)[C:7]#[N:8]. The yield is 0.710. The catalyst is C([O-])(=O)C.[Pd+2].C([O-])(=O)C.O.C1(C)C=CC=CC=1.